Dataset: Forward reaction prediction with 1.9M reactions from USPTO patents (1976-2016). Task: Predict the product of the given reaction. (1) Given the reactants C[C:2]1[CH:12]=[CH:11][CH:10]=[CH:9][C:3]=1[CH:4]=[CH:5][C:6]([OH:8])=[O:7].[H][H].[CH3:15]O, predict the reaction product. The product is: [CH3:15][CH:5]([CH2:4][C:3]1[CH:2]=[CH:12][CH:11]=[CH:10][CH:9]=1)[C:6]([OH:8])=[O:7]. (2) Given the reactants [F:1][CH2:2][CH2:3][O:4][C:5]1[N:10]=[CH:9][C:8]([C:11](=[O:13])[CH3:12])=[CH:7][CH:6]=1.[BrH:14].BrBr, predict the reaction product. The product is: [BrH:14].[Br:14][CH2:12][C:11]([C:8]1[CH:9]=[N:10][C:5]([O:4][CH2:3][CH2:2][F:1])=[CH:6][CH:7]=1)=[O:13]. (3) Given the reactants [Na].[C:2]([O:10][CH2:11][CH3:12])(=[O:9])[CH2:3][C:4]([O:6][CH2:7][CH3:8])=[O:5].Cl[CH2:14][CH2:15][CH2:16][CH2:17][CH2:18][CH2:19][O:20][CH:21]1[CH2:26][CH2:25][CH2:24][CH2:23][O:22]1.CCOCC, predict the reaction product. The product is: [CH2:11]([O:10][C:2](=[O:9])[CH:3]([CH2:14][CH2:15][CH2:16][CH2:17][CH2:18][CH2:19][O:20][CH:21]1[CH2:26][CH2:25][CH2:24][CH2:23][O:22]1)[C:4]([O:6][CH2:7][CH3:8])=[O:5])[CH3:12]. (4) Given the reactants [C:1]1([S:7][CH2:8][CH2:9][OH:10])[CH:6]=[CH:5][CH:4]=[CH:3][CH:2]=1.[C:11](OC)(=[O:15])[C:12]([CH3:14])=[CH2:13].CC1C=C(C)C=C(C(C)(C)C)C=1O, predict the reaction product. The product is: [C:11]([O:10][CH2:9][CH2:8][S:7][C:1]1[CH:6]=[CH:5][CH:4]=[CH:3][CH:2]=1)(=[O:15])[C:12]([CH3:14])=[CH2:13]. (5) Given the reactants [CH2:1]([O:8][C:9]1[CH:10]=[C:11]([CH2:17][CH:18]([NH2:20])[CH3:19])[CH:12]=[CH:13][C:14]=1[O:15][CH3:16])[C:2]1[CH:7]=[CH:6][CH:5]=[CH:4][CH:3]=1.[CH:21](O)=[O:22], predict the reaction product. The product is: [CH2:1]([O:8][C:9]1[CH:10]=[C:11]([CH2:17][CH:18]([NH:20][CH:21]=[O:22])[CH3:19])[CH:12]=[CH:13][C:14]=1[O:15][CH3:16])[C:2]1[CH:3]=[CH:4][CH:5]=[CH:6][CH:7]=1. (6) Given the reactants [F:1][C:2]1[C:3](Cl)=C[C:5]([Cl:8])=[N:6][CH:7]=1.[NH2:10][CH2:11][C@H:12]1[CH2:17][CH2:16][C@H:15]([NH:18][C:19](=[O:25])[O:20][C:21]([CH3:24])([CH3:23])[CH3:22])[CH2:14][CH2:13]1.CC[N:28](C(C)C)C(C)C, predict the reaction product. The product is: [C:21]([O:20][C:19](=[O:25])[NH:18][CH:15]1[CH2:14][CH2:13][CH:12]([CH2:11][NH:10][C:3]2[C:2]([F:1])=[CH:7][N:6]=[C:5]([Cl:8])[N:28]=2)[CH2:17][CH2:16]1)([CH3:22])([CH3:24])[CH3:23]. (7) Given the reactants [Cl:1][C:2]1[CH:3]=[C:4]2[C:8](=[CH:9][CH:10]=1)[NH:7][CH:6]=[C:5]2[CH2:11][CH2:12][NH:13][C:14](=[O:23])[C:15]1[CH:20]=[CH:19][CH:18]=[C:17]([CH2:21]Cl)[CH:16]=1.[NH:24]1[CH2:29][CH2:28][NH:27][CH2:26][CH2:25]1, predict the reaction product. The product is: [Cl:1][C:2]1[CH:3]=[C:4]2[C:8](=[CH:9][CH:10]=1)[NH:7][CH:6]=[C:5]2[CH2:11][CH2:12][NH:13][C:14](=[O:23])[C:15]1[CH:20]=[CH:19][CH:18]=[C:17]([CH2:21][N:24]2[CH2:29][CH2:28][NH:27][CH2:26][CH2:25]2)[CH:16]=1. (8) Given the reactants Cl.[Cl:2][C:3]1[C:23]([CH2:24][N:25]2[CH2:29][CH2:28][CH2:27][CH2:26]2)=[C:22]([Cl:30])[CH:21]=[CH:20][C:4]=1[O:5][C@H:6]1[CH2:9][C@H:8]([CH2:10][N:11](C)[C:12](=O)OC(C)(C)C)[CH2:7]1, predict the reaction product. The product is: [Cl:2][C:3]1[C:23]([CH2:24][N:25]2[CH2:29][CH2:28][CH2:27][CH2:26]2)=[C:22]([Cl:30])[CH:21]=[CH:20][C:4]=1[O:5][C@H:6]1[CH2:9][C@H:8]([CH2:10][NH:11][CH3:12])[CH2:7]1.